From a dataset of Reaction yield outcomes from USPTO patents with 853,638 reactions. Predict the reaction yield, written as a fraction of the theoretical maximum amount of product (1.0 means a 100% yield; for example, 0.34 means a 34% yield). (1) The reactants are [CH3:1][C:2]1[CH:10]=[CH:9][CH:8]=[CH:7][C:3]=1[C:4]([OH:6])=[O:5].[Br:11]Br. The catalyst is [Fe].O. The product is [Br:11][C:8]1[CH:9]=[CH:10][C:2]([CH3:1])=[C:3]([CH:7]=1)[C:4]([OH:6])=[O:5]. The yield is 0.190. (2) The reactants are [Br:1][C:2]1[CH:7]=[CH:6][C:5]([C:8]([C:10]2[CH:15]=[CH:14][C:13]([O:16]C)=[CH:12][C:11]=2[F:18])=[O:9])=[CH:4][CH:3]=1.Br. The catalyst is C(O)(=O)C. The product is [Br:1][C:2]1[CH:3]=[CH:4][C:5]([C:8]([C:10]2[CH:15]=[CH:14][C:13]([OH:16])=[CH:12][C:11]=2[F:18])=[O:9])=[CH:6][CH:7]=1. The yield is 0.969. (3) The reactants are Br[C:2]1[CH:3]=[C:4]([N:8]2[CH2:13][CH2:12][N:11]([C:14]([O:16][C:17]([CH3:20])([CH3:19])[CH3:18])=[O:15])[CH2:10][CH2:9]2)[CH:5]=[CH:6][CH:7]=1.[Li]CCCC.C([O:29][B:30](OC(C)C)[O:31]C(C)C)(C)C. The catalyst is C1COCC1. The product is [C:17]([O:16][C:14]([N:11]1[CH2:12][CH2:13][N:8]([C:4]2[CH:3]=[C:2]([B:30]([OH:31])[OH:29])[CH:7]=[CH:6][CH:5]=2)[CH2:9][CH2:10]1)=[O:15])([CH3:20])([CH3:19])[CH3:18]. The yield is 0.330. (4) The reactants are Br[C:2]1[N:3]=[C:4]2[C:10]([C:11]([NH:13][CH:14]([CH3:16])[CH3:15])=[O:12])=[CH:9][N:8]([CH2:17][O:18][CH2:19][CH2:20][Si:21]([CH3:24])([CH3:23])[CH3:22])[C:5]2=[N:6][CH:7]=1.[Cl:25][C:26]1[CH:27]=[C:28]([CH:53]=[CH:54][CH:55]=1)[O:29][C:30]1[CH:31]=[C:32]2[C:36](=[CH:37][CH:38]=1)[N:35]([CH3:39])[N:34]=[C:33]2[Sn](CCCC)(CCCC)CCCC. The catalyst is CN(C=O)C.C1C=CC([P]([Pd]([P](C2C=CC=CC=2)(C2C=CC=CC=2)C2C=CC=CC=2)([P](C2C=CC=CC=2)(C2C=CC=CC=2)C2C=CC=CC=2)[P](C2C=CC=CC=2)(C2C=CC=CC=2)C2C=CC=CC=2)(C2C=CC=CC=2)C2C=CC=CC=2)=CC=1.[Cu]I. The product is [Cl:25][C:26]1[CH:27]=[C:28]([CH:53]=[CH:54][CH:55]=1)[O:29][C:30]1[CH:31]=[C:32]2[C:36](=[CH:37][CH:38]=1)[N:35]([CH3:39])[N:34]=[C:33]2[C:2]1[N:3]=[C:4]2[C:10]([C:11]([NH:13][CH:14]([CH3:16])[CH3:15])=[O:12])=[CH:9][N:8]([CH2:17][O:18][CH2:19][CH2:20][Si:21]([CH3:24])([CH3:23])[CH3:22])[C:5]2=[N:6][CH:7]=1. The yield is 0.770. (5) The reactants are Cl[C:2]1[CH:3]=[C:4]([C:26]([O:28][CH2:29][CH3:30])=[O:27])[C:5]2[C:10]([CH3:11])=[N:9][N:8]([CH2:12][C:13]3[CH:18]=[CH:17][C:16]([O:19][C:20]4[CH:25]=[CH:24][CH:23]=[CH:22][CH:21]=4)=[CH:15][CH:14]=3)[C:6]=2[N:7]=1.[C:31]1([C:37]#[CH:38])[CH:36]=[CH:35][CH:34]=[CH:33][CH:32]=1. The catalyst is CCN(CC)CC.C1COCC1.CCOC(C)=O.Cl[Pd](Cl)([P](C1C=CC=CC=1)(C1C=CC=CC=1)C1C=CC=CC=1)[P](C1C=CC=CC=1)(C1C=CC=CC=1)C1C=CC=CC=1.[Cu]I. The product is [CH3:11][C:10]1[C:5]2[C:4]([C:26]([O:28][CH2:29][CH3:30])=[O:27])=[CH:3][C:2]([C:38]#[C:37][C:31]3[CH:36]=[CH:35][CH:34]=[CH:33][CH:32]=3)=[N:7][C:6]=2[N:8]([CH2:12][C:13]2[CH:18]=[CH:17][C:16]([O:19][C:20]3[CH:25]=[CH:24][CH:23]=[CH:22][CH:21]=3)=[CH:15][CH:14]=2)[N:9]=1. The yield is 0.310. (6) The reactants are Br[C:2]1[N:7]=[N:6][C:5]([NH2:8])=[CH:4][CH:3]=1.[Cl-].[Li+].C(=O)([O-])[O-].[Na+].[Na+].[C:17]1(B(O)O)[CH:22]=[CH:21][CH:20]=[CH:19][CH:18]=1. The catalyst is C1(C)C=CC=CC=1.CCO. The product is [C:17]1([C:2]2[N:7]=[N:6][C:5]([NH2:8])=[CH:4][CH:3]=2)[CH:22]=[CH:21][CH:20]=[CH:19][CH:18]=1. The yield is 0.890. (7) The reactants are [F:1][C:2]1[CH:23]=[CH:22][C:5]([CH2:6][N:7]2[C:11]3=[CH:12][N:13]=[C:14]([C:17]([O:19][CH2:20][CH3:21])=[O:18])[C:15]([OH:16])=[C:10]3[CH:9]=[CH:8]2)=[CH:4][CH:3]=1.C(N(CC)CC)C.[F:31][C:32]([F:45])([F:44])[S:33](O[S:33]([C:32]([F:45])([F:44])[F:31])(=[O:35])=[O:34])(=[O:35])=[O:34]. The catalyst is ClCCl. The product is [F:1][C:2]1[CH:3]=[CH:4][C:5]([CH2:6][N:7]2[C:11]3=[CH:12][N:13]=[C:14]([C:17]([O:19][CH2:20][CH3:21])=[O:18])[C:15]([O:16][S:33]([C:32]([F:45])([F:44])[F:31])(=[O:35])=[O:34])=[C:10]3[CH:9]=[CH:8]2)=[CH:22][CH:23]=1. The yield is 0.780. (8) The reactants are N[C:2]1[S:3][C:4]2[C:9]([NH:10][C@H:11]([CH2:14][CH2:15][CH3:16])[CH2:12][OH:13])=[N:8][C:7]([S:17][CH2:18][C:19]3[CH:24]=[CH:23][CH:22]=[CH:21][CH:20]=3)=[N:6][C:5]=2[N:25]=1.N([O-])=O.[Na+].[ClH:30]. The catalyst is CC#N.O. The product is [CH2:18]([S:17][C:7]1[N:8]=[C:9]([NH:10][C@H:11]([CH2:14][CH2:15][CH3:16])[CH2:12][OH:13])[C:4]2[S:3][C:2]([Cl:30])=[N:25][C:5]=2[N:6]=1)[C:19]1[CH:24]=[CH:23][CH:22]=[CH:21][CH:20]=1. The yield is 1.00. (9) The reactants are C1CN([P+](ON2N=NC3C=CC=CC2=3)(N2CCCC2)N2CCCC2)CC1.F[P-](F)(F)(F)(F)F.CCN(C(C)C)C(C)C.[Br:43][C:44]1[CH:52]=[C:51](/[CH:53]=[CH:54]/[CH:55]([C:60]2[CH:65]=[C:64]([Cl:66])[C:63]([Cl:67])=[C:62]([Cl:68])[CH:61]=2)[C:56]([F:59])([F:58])[F:57])[CH:50]=[CH:49][C:45]=1[C:46](O)=[O:47].[NH2:69][CH2:70][CH2:71][NH:72][C:73](=[O:79])[O:74][C:75]([CH3:78])([CH3:77])[CH3:76]. The catalyst is C(Cl)Cl. The product is [Br:43][C:44]1[CH:52]=[C:51](/[CH:53]=[CH:54]/[CH:55]([C:60]2[CH:61]=[C:62]([Cl:68])[C:63]([Cl:67])=[C:64]([Cl:66])[CH:65]=2)[C:56]([F:59])([F:58])[F:57])[CH:50]=[CH:49][C:45]=1[C:46]([NH:69][CH2:70][CH2:71][NH:72][C:73](=[O:79])[O:74][C:75]([CH3:76])([CH3:78])[CH3:77])=[O:47]. The yield is 0.390.